Dataset: Forward reaction prediction with 1.9M reactions from USPTO patents (1976-2016). Task: Predict the product of the given reaction. (1) Given the reactants [Br:1][C:2]1[CH:10]=[C:9]([F:11])[CH:8]=[C:7]2[C:3]=1[CH2:4][CH2:5][CH:6]2O.O.C1(C)C=CC(S(O)(=O)=O)=CC=1, predict the reaction product. The product is: [Br:1][C:2]1[CH:10]=[C:9]([F:11])[CH:8]=[C:7]2[C:3]=1[CH2:4][CH:5]=[CH:6]2. (2) Given the reactants [F:1][C:2]([F:19])([F:18])[C:3]1[CH:8]=[CH:7][C:6]([C:9](=O)[CH2:10][C:11](=O)[C:12]([F:15])([F:14])[F:13])=[CH:5][CH:4]=1.[NH2:20][C:21]1[C:25]([C:26]2[CH:27]=[N:28][CH:29]=[CH:30][CH:31]=2)=[CH:24][NH:23][N:22]=1, predict the reaction product. The product is: [F:1][C:2]([F:19])([F:18])[C:3]1[CH:8]=[CH:7][C:6]([C:9]2[CH:10]=[C:11]([C:12]([F:15])([F:14])[F:13])[N:22]3[N:23]=[CH:24][C:25]([C:26]4[CH:27]=[N:28][CH:29]=[CH:30][CH:31]=4)=[C:21]3[N:20]=2)=[CH:5][CH:4]=1.